The task is: Predict the product of the given reaction.. This data is from Forward reaction prediction with 1.9M reactions from USPTO patents (1976-2016). (1) Given the reactants [F:1][C:2]1[CH:7]=[C:6]([N:8]2[CH2:12][C@H:11]([CH2:13][N:14]3[CH:18]=[CH:17][N:16]=[N:15]3)[O:10][C:9]2=[O:19])[CH:5]=[CH:4][C:3]=1[C:20]1[CH:21]=[CH:22][C:23]([C:26]2[CH2:30][C@@H:29]([CH2:31][N:32]([CH3:41])[CH2:33][C:34]([O:36]C(C)(C)C)=[O:35])[O:28][N:27]=2)=[N:24][CH:25]=1.C(O)(C)C.Cl, predict the reaction product. The product is: [F:1][C:2]1[CH:7]=[C:6]([N:8]2[CH2:12][C@H:11]([CH2:13][N:14]3[CH:18]=[CH:17][N:16]=[N:15]3)[O:10][C:9]2=[O:19])[CH:5]=[CH:4][C:3]=1[C:20]1[CH:21]=[CH:22][C:23]([C:26]2[CH2:30][C@@H:29]([CH2:31][N:32]([CH3:41])[CH2:33][C:34]([OH:36])=[O:35])[O:28][N:27]=2)=[N:24][CH:25]=1. (2) Given the reactants [CH3:1][O:2][C:3]1[CH:11]=[C:7]([C:8]([OH:10])=[O:9])[C:6]([NH2:12])=[CH:5][CH:4]=1.[C:13](OC(=O)C)(=O)[CH3:14], predict the reaction product. The product is: [CH3:13][C:14]1[O:9][C:8](=[O:10])[C:7]2[CH:11]=[C:3]([O:2][CH3:1])[CH:4]=[CH:5][C:6]=2[N:12]=1. (3) Given the reactants [F:1][C:2]1[CH:3]=[C:4]([C:9]2[CH2:13][CH:12]([CH2:14][O:15][C:16]3[CH:20]=[CH:19][O:18][N:17]=3)[O:11][N:10]=2)[CH:5]=[CH:6][C:7]=1F.[NH:21]1[CH2:26][CH2:25][S:24][CH2:23][CH2:22]1, predict the reaction product. The product is: [F:1][C:2]1[CH:3]=[C:4]([C:9]2[CH2:13][CH:12]([CH2:14][O:15][C:16]3[CH:20]=[CH:19][O:18][N:17]=3)[O:11][N:10]=2)[CH:5]=[CH:6][C:7]=1[N:21]1[CH2:26][CH2:25][S:24][CH2:23][CH2:22]1.